Dataset: Forward reaction prediction with 1.9M reactions from USPTO patents (1976-2016). Task: Predict the product of the given reaction. The product is: [ClH:1].[Cl:1][C:2]1[CH:3]=[CH:4][C:5]([O:26][CH2:27][CH:28]([CH3:30])[CH3:29])=[C:6]([CH2:8][N:9]2[C:13]([CH3:14])=[CH:12][C:11]([C:15]([NH:17][C:18]3[CH:19]=[CH:20][C:21]([CH2:24][N:32]([CH3:33])[CH3:31])=[CH:22][CH:23]=3)=[O:16])=[N:10]2)[CH:7]=1. Given the reactants [Cl:1][C:2]1[CH:3]=[CH:4][C:5]([O:26][CH2:27][CH:28]([CH3:30])[CH3:29])=[C:6]([CH2:8][N:9]2[C:13]([CH3:14])=[CH:12][C:11]([C:15]([NH:17][C:18]3[CH:23]=[CH:22][C:21]([CH:24]=O)=[CH:20][CH:19]=3)=[O:16])=[N:10]2)[CH:7]=1.[CH3:31][NH:32][CH3:33].C(O[BH-](OC(=O)C)OC(=O)C)(=O)C.[Na+].C(O)(=O)C, predict the reaction product.